Predict which catalyst facilitates the given reaction. From a dataset of Catalyst prediction with 721,799 reactions and 888 catalyst types from USPTO. (1) The catalyst class is: 3. Product: [F:19][C:18]([F:21])([F:20])[CH2:17][CH2:16][CH2:15][N:1]1[C:9]2[C:4](=[CH:5][CH:6]=[C:7]([CH:10]=[O:11])[CH:8]=2)[CH:3]=[CH:2]1. Reactant: [NH:1]1[C:9]2[C:4](=[CH:5][CH:6]=[C:7]([CH:10]=[O:11])[CH:8]=2)[CH:3]=[CH:2]1.[H-].[Na+].Br[CH2:15][CH2:16][CH2:17][C:18]([F:21])([F:20])[F:19].O. (2) Reactant: [NH2:1][C:2]1[C:3]2[C:10]([C:11]3[CH:16]=[CH:15][C:14]([NH:17][C:18]([C:20]4[N:21]([CH3:29])[C:22]5[C:27]([CH:28]=4)=[CH:26][CH:25]=[CH:24][CH:23]=5)=[O:19])=[C:13]([O:30][CH3:31])[CH:12]=3)=[CH:9][N:8]([CH:32]3[CH2:37][CH2:36][C:35](=O)[CH2:34][CH2:33]3)[C:4]=2[N:5]=[CH:6][N:7]=1.C(O)(=O)C.[CH3:43][C:44]1[N:48]2[CH2:49][CH2:50][NH:51][CH2:52][C:47]2=[N:46][N:45]=1.C(O[BH-](OC(=O)C)OC(=O)C)(=O)C.[Na+]. Product: [NH2:1][C:2]1[C:3]2[C:10]([C:11]3[CH:16]=[CH:15][C:14]([NH:17][C:18]([C:20]4[N:21]([CH3:29])[C:22]5[C:27]([CH:28]=4)=[CH:26][CH:25]=[CH:24][CH:23]=5)=[O:19])=[C:13]([O:30][CH3:31])[CH:12]=3)=[CH:9][N:8]([C@H:32]3[CH2:33][CH2:34][C@@H:35]([N:51]4[CH2:50][CH2:49][N:48]5[C:44]([CH3:43])=[N:45][N:46]=[C:47]5[CH2:52]4)[CH2:36][CH2:37]3)[C:4]=2[N:5]=[CH:6][N:7]=1.[NH2:1][C:2]1[C:3]2[C:10]([C:11]3[CH:16]=[CH:15][C:14]([NH:17][C:18]([C:20]4[N:21]([CH3:29])[C:22]5[C:27]([CH:28]=4)=[CH:26][CH:25]=[CH:24][CH:23]=5)=[O:19])=[C:13]([O:30][CH3:31])[CH:12]=3)=[CH:9][N:8]([C@H:32]3[CH2:33][CH2:34][C@H:35]([N:51]4[CH2:50][CH2:49][N:48]5[C:44]([CH3:43])=[N:45][N:46]=[C:47]5[CH2:52]4)[CH2:36][CH2:37]3)[C:4]=2[N:5]=[CH:6][N:7]=1. The catalyst class is: 26.